The task is: Regression. Given a peptide amino acid sequence and an MHC pseudo amino acid sequence, predict their binding affinity value. This is MHC class I binding data.. This data is from Peptide-MHC class I binding affinity with 185,985 pairs from IEDB/IMGT. (1) The peptide sequence is RDIINEEA. The MHC is Mamu-B01 with pseudo-sequence Mamu-B01. The binding affinity (normalized) is 0. (2) The peptide sequence is WHQARFEEL. The MHC is HLA-A26:01 with pseudo-sequence HLA-A26:01. The binding affinity (normalized) is 0.0847. (3) The peptide sequence is EEAPAAVSF. The MHC is HLA-B51:01 with pseudo-sequence HLA-B51:01. The binding affinity (normalized) is 0.213. (4) The peptide sequence is RGKLKRRAI. The MHC is HLA-A03:01 with pseudo-sequence HLA-A03:01. The binding affinity (normalized) is 0.0847. (5) The peptide sequence is ATIKLQSTV. The MHC is HLA-B57:01 with pseudo-sequence HLA-B57:01. The binding affinity (normalized) is 0.467. (6) The peptide sequence is RQHPGLFPF. The MHC is HLA-B15:01 with pseudo-sequence HLA-B15:01. The binding affinity (normalized) is 0.834.